This data is from Peptide-MHC class I binding affinity with 185,985 pairs from IEDB/IMGT. The task is: Regression. Given a peptide amino acid sequence and an MHC pseudo amino acid sequence, predict their binding affinity value. This is MHC class I binding data. (1) The peptide sequence is LMELPVKTDI. The MHC is HLA-A02:06 with pseudo-sequence HLA-A02:06. The binding affinity (normalized) is 0.125. (2) The peptide sequence is INVEYRFL. The MHC is H-2-Db with pseudo-sequence H-2-Db. The binding affinity (normalized) is 0.